This data is from Reaction yield outcomes from USPTO patents with 853,638 reactions. The task is: Predict the reaction yield, written as a fraction of the theoretical maximum amount of product (1.0 means a 100% yield; for example, 0.34 means a 34% yield). (1) The reactants are [CH:1]([O:4][C:5](=[O:18])[C:6]1[CH:11]=[CH:10][CH:9]=[C:8]([C:12]#[C:13][Si](C)(C)C)[CH:7]=1)([CH3:3])[CH3:2].[F-].C([N+](CCCC)(CCCC)CCCC)CCC.O. The catalyst is O1CCCC1. The product is [CH:1]([O:4][C:5](=[O:18])[C:6]1[CH:11]=[CH:10][CH:9]=[C:8]([C:12]#[CH:13])[CH:7]=1)([CH3:3])[CH3:2]. The yield is 0.760. (2) The reactants are [Br:1][C:2]1[CH:7]=[C:6]2[NH:8][CH2:9][C:10]3([CH2:15][N:14]([CH3:16])[CH2:13][CH2:12][O:11]3)[C:5]2=[CH:4][CH:3]=1.Cl[C:18]1[C:23]([Cl:24])=[CH:22][N:21]=[C:20]([NH2:25])[N:19]=1.[OH-].[Na+]. The catalyst is Cl. The product is [Br:1][C:2]1[CH:7]=[C:6]2[N:8]([C:18]3[C:23]([Cl:24])=[CH:22][N:21]=[C:20]([NH2:25])[N:19]=3)[CH2:9][C:10]3([CH2:15][N:14]([CH3:16])[CH2:13][CH2:12][O:11]3)[C:5]2=[CH:4][CH:3]=1. The yield is 0.307.